Dataset: CYP2C9 inhibition data for predicting drug metabolism from PubChem BioAssay. Task: Regression/Classification. Given a drug SMILES string, predict its absorption, distribution, metabolism, or excretion properties. Task type varies by dataset: regression for continuous measurements (e.g., permeability, clearance, half-life) or binary classification for categorical outcomes (e.g., BBB penetration, CYP inhibition). Dataset: cyp2c9_veith. (1) The molecule is COc1cc([C@@H](O)CO)ccc1OS(=O)(=O)[O-].[K+]. The result is 0 (non-inhibitor). (2) The molecule is COc1ccc(S(N)(=O)=O)cc1C(=O)NCCCN1CCN(c2ccc(C)cc2)CC1. The result is 0 (non-inhibitor). (3) The molecule is CN(CCc1ccc(Cl)c(Cl)c1)CCN1CCCC1. The result is 0 (non-inhibitor). (4) The compound is COC(=O)[C@H]1C[C@@H]1[C@H](NC(=O)c1cnccn1)c1ccccc1. The result is 0 (non-inhibitor). (5) The molecule is CN(C)CCNC(=O)Cn1nc(-c2ccc(Cl)cc2)ccc1=O. The result is 0 (non-inhibitor). (6) The drug is CC(C)C(NS(=O)(=O)c1cccs1)C(=O)NCCN1CCN(c2ccccc2)CC1. The result is 0 (non-inhibitor). (7) The molecule is CCCc1cc(=O)[nH]c(SCC)n1. The result is 0 (non-inhibitor).